This data is from Catalyst prediction with 721,799 reactions and 888 catalyst types from USPTO. The task is: Predict which catalyst facilitates the given reaction. Reactant: [Bi](Cl)(Cl)Cl.[Cl:5][C:6]1[CH:11]=[CH:10][N:9]=[C:8]([CH:12]=[CH:13][C:14]([O:16][C:17]([CH3:20])([CH3:19])[CH3:18])=[O:15])[CH:7]=1.[BH4-].[Na+]. Product: [Cl:5][C:6]1[CH:11]=[CH:10][N:9]=[C:8]([CH2:12][CH2:13][C:14]([O:16][C:17]([CH3:20])([CH3:19])[CH3:18])=[O:15])[CH:7]=1. The catalyst class is: 8.